Dataset: Catalyst prediction with 721,799 reactions and 888 catalyst types from USPTO. Task: Predict which catalyst facilitates the given reaction. (1) Product: [CH3:24][O:25][C:26](=[O:37])[C:27]1[CH:32]=[C:31]([C:33]#[N:34])[CH:30]=[CH:29][C:28]=1[CH2:35][N:13]([S:10]([C:5]1[CH:6]=[CH:7][CH:8]=[CH:9][C:4]=1[N+:1]([O-:3])=[O:2])(=[O:11])=[O:12])[CH:14]1[C:23]2[N:22]=[CH:21][CH:20]=[CH:19][C:18]=2[CH2:17][CH2:16][CH2:15]1. The catalyst class is: 23. Reactant: [N+:1]([C:4]1[CH:9]=[CH:8][CH:7]=[CH:6][C:5]=1[S:10]([NH:13][CH:14]1[C:23]2[N:22]=[CH:21][CH:20]=[CH:19][C:18]=2[CH2:17][CH2:16][CH2:15]1)(=[O:12])=[O:11])([O-:3])=[O:2].[CH3:24][O:25][C:26](=[O:37])[C:27]1[CH:32]=[C:31]([C:33]#[N:34])[CH:30]=[CH:29][C:28]=1[CH2:35]Br.C([O-])([O-])=O.[K+].[K+].N#N. (2) Reactant: [2H][C:2](C(O)([2H])[2H])([C:4]([OH:7])([2H])[2H])[2H].[O:12](C(O)C)C1C=CC=CC=1.[NH2:22][C@H:23]([C:25]([NH:27][C@H:28]([C:32]([NH:34][C@H:35]([C:40]([NH:42][C@H:43]([C:47](N)=[O:48])[C@@H:44]([CH3:46])[OH:45])=[O:41])[CH2:36][C:37](=[O:39])[NH2:38])=[O:33])[C@@H:29]([CH3:31])[OH:30])=[O:26])[CH3:24]. Product: [NH:22]([C:4]([CH3:2])=[O:7])[C@H:23]([C:25]([NH:27][C@H:28]([C:32]([NH:34][C@H:35]([C:40]([NH:42][C@H:43]([C:47]([OH:48])=[O:12])[C@@H:44]([CH3:46])[OH:45])=[O:41])[CH2:36][C:37](=[O:39])[NH2:38])=[O:33])[C@@H:29]([CH3:31])[OH:30])=[O:26])[CH3:24]. The catalyst class is: 6. (3) Reactant: N(C(OCC)=O)=NC(OCC)=O.[OH:13][C:14]12[CH2:23][CH:18]3[CH2:19][CH:20]([CH2:22][CH:16]([CH:17]3[O:24][C:25]([N:27]3[CH2:31][CH2:30][C@H:29](O)[CH2:28]3)=[O:26])[CH2:15]1)[CH2:21]2.[O:33]=[C:34]1[NH:39][CH:38]=[C:37]([C:40]#[N:41])[CH:36]=[CH:35]1.C1(P(C2C=CC=CC=2)C2C=CC=CC=2)C=CC=CC=1. Product: [OH:13][C:14]12[CH2:23][CH:18]3[CH2:19][CH:20]([CH2:22][CH:16]([CH:17]3[O:24][C:25]([N:27]3[CH2:31][CH2:30][C@@H:29]([N:39]4[CH:38]=[C:37]([C:40]#[N:41])[CH:36]=[CH:35][C:34]4=[O:33])[CH2:28]3)=[O:26])[CH2:15]1)[CH2:21]2. The catalyst class is: 7. (4) Reactant: [N:1]1([CH2:7][CH2:8][NH2:9])[CH2:6][CH2:5][O:4][CH2:3][CH2:2]1.Cl[C:11]1[N:16]=[CH:15][C:14]2[C:17](=[C:22]3[C:30]4[C:25](=[CH:26][CH:27]=[C:28]([F:31])[CH:29]=4)[NH:24][C:23]3=[O:32])[O:18][CH:19]([CH2:20][CH3:21])[C:13]=2[C:12]=1[Cl:33].O. Product: [Cl:33][C:12]1[C:13]2[CH:19]([CH2:20][CH3:21])[O:18][C:17](=[C:22]3[C:30]4[C:25](=[CH:26][CH:27]=[C:28]([F:31])[CH:29]=4)[NH:24][C:23]3=[O:32])[C:14]=2[CH:15]=[N:16][C:11]=1[NH:9][CH2:8][CH2:7][N:1]1[CH2:6][CH2:5][O:4][CH2:3][CH2:2]1. The catalyst class is: 12. (5) Reactant: Cl[Si](C)(C)C.Br[C:7]([F:14])([F:13])[C:8]([O:10][CH2:11][CH3:12])=[O:9].[CH2:15]([O:23][C:24]1[CH:29]=[CH:28][C:27]([CH:30]2[O:35][CH2:34][CH2:33][N:32]([CH2:36]N3C4C=CC=CC=4N=N3)[CH2:31]2)=[CH:26][CH:25]=1)[CH2:16][CH2:17][CH2:18][CH2:19][CH2:20][CH2:21][CH3:22]. Product: [CH2:11]([O:10][C:8](=[O:9])[C:7]([F:14])([F:13])[CH2:36][N:32]1[CH2:33][CH2:34][O:35][CH:30]([C:27]2[CH:28]=[CH:29][C:24]([O:23][CH2:15][CH2:16][CH2:17][CH2:18][CH2:19][CH2:20][CH2:21][CH3:22])=[CH:25][CH:26]=2)[CH2:31]1)[CH3:12]. The catalyst class is: 324. (6) Reactant: [CH3:1][N:2]1[C:6]([C:7]2[CH:8]=[C:9]([NH:15][C:16]([NH:18][C:19]3[CH:24]=[CH:23][C:22]([Cl:25])=[CH:21][CH:20]=3)=[O:17])[CH:10]=[CH:11][C:12]=2[O:13]C)=[CH:5][CH:4]=[N:3]1.ClC(Cl)C.BrB(Br)Br. Product: [CH3:1][N:2]1[C:6]([C:7]2[CH:8]=[C:9]([NH:15][C:16]([NH:18][C:19]3[CH:20]=[CH:21][C:22]([Cl:25])=[CH:23][CH:24]=3)=[O:17])[CH:10]=[CH:11][C:12]=2[OH:13])=[CH:5][CH:4]=[N:3]1. The catalyst class is: 6. (7) Reactant: [CH3:1][O:2][C:3]1[C:8]([C:9]2[CH:14]=[CH:13][C:12]([C:15]([C:17]3[CH:22]=CC=C[CH:18]=3)=[O:16])=[CH:11][CH:10]=2)=[CH:7][C:6]([C:23]([C:25]2[CH:30]=CC=C[CH:26]=2)=[O:24])=[CH:5][CH:4]=1.ClCCl.BrBr. Product: [CH3:1][O:2][C:3]1[C:8]([C:9]2[CH:14]=[CH:13][C:12]([C:15](=[O:16])[CH:17]([CH3:22])[CH3:18])=[CH:11][CH:10]=2)=[CH:7][C:6]([C:23](=[O:24])[CH:25]([CH3:30])[CH3:26])=[CH:5][CH:4]=1. The catalyst class is: 53.